This data is from Reaction yield outcomes from USPTO patents with 853,638 reactions. The task is: Predict the reaction yield, written as a fraction of the theoretical maximum amount of product (1.0 means a 100% yield; for example, 0.34 means a 34% yield). (1) The reactants are C(Cl)(=O)C(Cl)=O.CS(C)=O.[OH:11][CH:12]([C:14]1[O:15][C:16]2[CH:22]=[C:21]([C:23]([O:25][CH3:26])=[O:24])[CH:20]=[CH:19][C:17]=2[CH:18]=1)[CH3:13]. The catalyst is C(Cl)Cl. The product is [C:12]([C:14]1[O:15][C:16]2[CH:22]=[C:21]([C:23]([O:25][CH3:26])=[O:24])[CH:20]=[CH:19][C:17]=2[CH:18]=1)(=[O:11])[CH3:13]. The yield is 0.800. (2) The reactants are Cl[C:2]1[C:3]([F:22])=[CH:4][N:5]2[C:10]([C:11]=1[CH3:12])=[C:9]([CH:13]1[CH2:15][CH2:14]1)[CH:8]=[C:7]([C:16]([O:18][CH2:19][CH3:20])=[O:17])[C:6]2=[O:21].[C:23]([C:25]1[CH:30]=[CH:29][C:28](B(O)O)=[CH:27][CH:26]=1)#[N:24]. No catalyst specified. The product is [C:23]([C:25]1[CH:30]=[CH:29][C:28]([C:2]2[C:3]([F:22])=[CH:4][N:5]3[C:10]([C:11]=2[CH3:12])=[C:9]([CH:13]2[CH2:15][CH2:14]2)[CH:8]=[C:7]([C:16]([O:18][CH2:19][CH3:20])=[O:17])[C:6]3=[O:21])=[CH:27][CH:26]=1)#[N:24]. The yield is 1.00. (3) The reactants are [C:1]([O:5][C:6]([NH:8][CH2:9][CH:10]1[CH2:15][CH2:14][CH2:13][NH:12][CH2:11]1)=[O:7])([CH3:4])([CH3:3])[CH3:2].C[Si]([N:20]=[C:21]=[O:22])(C)C. The catalyst is ClCCl. The product is [C:1]([O:5][C:6]([NH:8][CH2:9][CH:10]1[CH2:15][CH2:14][CH2:13][N:12]([C:21]([NH2:20])=[O:22])[CH2:11]1)=[O:7])([CH3:4])([CH3:2])[CH3:3]. The yield is 0.850.